This data is from Catalyst prediction with 721,799 reactions and 888 catalyst types from USPTO. The task is: Predict which catalyst facilitates the given reaction. (1) Reactant: [H-].[Na+].[CH2:3]([C:6]1[C:15]([OH:16])=[CH:14][CH:13]=[C:12]2[C:7]=1[CH:8]=[CH:9][CH:10]=[N:11]2)[CH:4]=[CH2:5].[CH2:17](Br)[C:18]1[CH:23]=[CH:22][CH:21]=[CH:20][CH:19]=1. Product: [CH2:3]([C:6]1[C:15]([O:16][CH2:17][C:18]2[CH:23]=[CH:22][CH:21]=[CH:20][CH:19]=2)=[CH:14][CH:13]=[C:12]2[C:7]=1[CH:8]=[CH:9][CH:10]=[N:11]2)[CH:4]=[CH2:5]. The catalyst class is: 9. (2) Reactant: Cl[C:2]1[C:9]([CH:10]2[CH2:12][CH2:11]2)=[CH:8][C:5]([C:6]#[N:7])=[C:4]([O:13][CH2:14][CH2:15][O:16][CH:17]([CH3:19])[CH3:18])[N:3]=1.[B:20]1([OH:30])[C:24]2[CH:25]=[CH:26][C:27]([OH:29])=[CH:28][C:23]=2[CH2:22][O:21]1.C([O-])([O-])=O.[Cs+].[Cs+].O. Product: [CH:10]1([C:9]2[C:2]([O:29][C:27]3[CH:26]=[CH:25][C:24]4[B:20]([OH:30])[O:21][CH2:22][C:23]=4[CH:28]=3)=[N:3][C:4]([O:13][CH2:14][CH2:15][O:16][CH:17]([CH3:19])[CH3:18])=[C:5]([CH:8]=2)[C:6]#[N:7])[CH2:12][CH2:11]1. The catalyst class is: 16. (3) Reactant: [ClH:1].C(OC([N:9]1[CH2:14][CH2:13][C@H:12]([NH:15][C:16]2[CH:21]=[CH:20][C:19]([Br:22])=[CH:18][C:17]=2[N+:23]([O-:25])=[O:24])[C@@H:11]([OH:26])[CH2:10]1)=O)(C)(C)C. Product: [ClH:1].[Br:22][C:19]1[CH:20]=[CH:21][C:16]([NH:15][C@H:12]2[CH2:13][CH2:14][NH:9][CH2:10][C@@H:11]2[OH:26])=[C:17]([N+:23]([O-:25])=[O:24])[CH:18]=1. The catalyst class is: 346. (4) The catalyst class is: 1. Reactant: [H-].[Na+].[CH:3]1([OH:9])[CH2:8][CH2:7][CH2:6][CH2:5][CH2:4]1.[CH2:10]([N:17]1[C:21]2[N:22]=[CH:23][N:24]=[C:25](Cl)[C:20]=2[CH:19]=[CH:18]1)[C:11]1[CH:16]=[CH:15][CH:14]=[CH:13][CH:12]=1.Cl. Product: [CH2:10]([N:17]1[C:21]2[N:22]=[CH:23][N:24]=[C:25]([O:9][CH:3]3[CH2:8][CH2:7][CH2:6][CH2:5][CH2:4]3)[C:20]=2[CH:19]=[CH:18]1)[C:11]1[CH:12]=[CH:13][CH:14]=[CH:15][CH:16]=1. (5) Reactant: [NH2:1][C:2]1[C:7]([C:8]#[N:9])=[C:6]([C:10]2[CH:26]=[CH:25][C:13]([O:14][CH2:15][CH2:16][O:17][C:18](=[O:24])/[CH:19]=[CH:20]\[C:21]([O-:23])=[O:22])=[CH:12][CH:11]=2)[C:5]([C:27]#[N:28])=[C:4]([S:29][CH2:30][C:31]2[N:32]=[C:33]([C:36]3[CH:41]=[CH:40][C:39]([Cl:42])=[CH:38][CH:37]=3)[S:34][CH:35]=2)[N:3]=1.OCC[N+](C)(C)C.[NH:50]([CH2:54][CH2:55][OH:56])[CH2:51][CH2:52][OH:53]. Product: [NH2:1][C:2]1[C:7]([C:8]#[N:9])=[C:6]([C:10]2[CH:11]=[CH:12][C:13]([O:14][CH2:15][CH2:16][O:17][C:18](=[O:24])/[CH:19]=[CH:20]\[C:21]([O-:23])=[O:22])=[CH:25][CH:26]=2)[C:5]([C:27]#[N:28])=[C:4]([S:29][CH2:30][C:31]2[N:32]=[C:33]([C:36]3[CH:37]=[CH:38][C:39]([Cl:42])=[CH:40][CH:41]=3)[S:34][CH:35]=2)[N:3]=1.[OH:53][CH2:52][CH2:51][NH2+:50][CH2:54][CH2:55][OH:56]. The catalyst class is: 12. (6) Reactant: [CH3:1][C:2]1[C:3]([N+:11]([O-:13])=[O:12])=[C:4]([CH:8]=[CH:9][CH:10]=1)[C:5]([NH2:7])=[O:6].[F:14][B-:15]([F:18])([F:17])[F:16].[CH3:19][O+](C)C. Product: [F:14][B-:15]([F:18])([F:17])[F:16].[CH3:1][C:2]1[C:3]([N+:11]([O-:13])=[O:12])=[C:4]([C:5](=[NH:7])[O:6][CH3:19])[CH:8]=[CH:9][CH:10]=1. The catalyst class is: 4. (7) Reactant: [CH2:1]([O:3][C:4]([N:6]1[C:15]2[C:10](=[N:11][C:12]([O:16][CH3:17])=[CH:13][CH:14]=2)[C@@H:9]([NH:18][C:19]2[N:24]=[C:23]([CH2:25][C:26]3[CH:31]=[C:30]([C:32]([F:35])([F:34])[F:33])[CH:29]=[C:28]([C:36]([F:39])([F:38])[F:37])[CH:27]=3)[C:22]([C:40](O)=[O:41])=[CH:21][N:20]=2)[CH2:8][C@H:7]1[CH2:43][CH3:44])=[O:5])[CH3:2].Cl.C([O:50][C:51](=[O:56])[CH2:52][CH2:53][NH:54][CH3:55])(C)(C)C.O.ON1C2C=CC=CC=2N=N1.Cl.CN(C)CCCN=C=NCC. Product: [CH2:1]([O:3][C:4]([N:6]1[C:15]2[C:10](=[N:11][C:12]([O:16][CH3:17])=[CH:13][CH:14]=2)[C@@H:9]([NH:18][C:19]2[N:24]=[C:23]([CH2:25][C:26]3[CH:31]=[C:30]([C:32]([F:35])([F:34])[F:33])[CH:29]=[C:28]([C:36]([F:37])([F:39])[F:38])[CH:27]=3)[C:22]([C:40](=[O:41])[N:54]([CH2:53][CH2:52][C:51]([OH:56])=[O:50])[CH3:55])=[CH:21][N:20]=2)[CH2:8][C@H:7]1[CH2:43][CH3:44])=[O:5])[CH3:2]. The catalyst class is: 289.